This data is from Catalyst prediction with 721,799 reactions and 888 catalyst types from USPTO. The task is: Predict which catalyst facilitates the given reaction. Reactant: [CH2:1]([CH:3]1[CH2:12][C:11]2[C:6](=[CH:7][CH:8]=[CH:9][C:10]=2[O:13]C2CCCCO2)[CH:5]([C:20]2[NH:21][CH2:22][CH2:23][N:24]=2)[O:4]1)[CH3:2].[ClH:25]. Product: [ClH:25].[NH:24]1[CH2:23][CH2:22][N:21]=[C:20]1[CH:5]1[C:6]2[CH:7]=[CH:8][CH:9]=[C:10]([OH:13])[C:11]=2[CH2:12][CH:3]([CH2:1][CH3:2])[O:4]1. The catalyst class is: 459.